Task: Predict the reaction yield, written as a fraction of the theoretical maximum amount of product (1.0 means a 100% yield; for example, 0.34 means a 34% yield).. Dataset: Reaction yield outcomes from USPTO patents with 853,638 reactions (1) The reactants are [N:1]1[C:10]2[C:5](=[CH:6][CH:7]=[C:8]([NH:11][C:12](=[O:14])[CH3:13])[CH:9]=2)[CH:4]=[CH:3][CH:2]=1.[OH-].[Na+]. No catalyst specified. The product is [N:1]1[C:10]2[CH2:9][CH:8]([NH:11][C:12](=[O:14])[CH3:13])[CH2:7][CH2:6][C:5]=2[CH:4]=[CH:3][CH:2]=1. The yield is 0.250. (2) The reactants are [NH2:1][C:2]1[CH:7]=[CH:6][CH:5]=[CH:4][CH:3]=1.[C:8](O[C:8]([O:10][C:11]([CH3:14])([CH3:13])[CH3:12])=[O:9])([O:10][C:11]([CH3:14])([CH3:13])[CH3:12])=[O:9]. The catalyst is O1CCCC1. The product is [C:2]1([NH:1][C:8](=[O:9])[O:10][C:11]([CH3:14])([CH3:13])[CH3:12])[CH:7]=[CH:6][CH:5]=[CH:4][CH:3]=1. The yield is 0.830. (3) The reactants are [C:1]([O:4][C:5]1[S:13][C:12]2[CH2:11][CH2:10][N:9]([CH:14]([C:22]([CH:24]3[CH2:26][CH2:25]3)=[O:23])[C:15]3[CH:20]=[CH:19][CH:18]=[CH:17][C:16]=3[F:21])[CH2:8][C:7]=2[CH:6]=1)(=[O:3])[CH3:2].[S:27](=[O:31])(=[O:30])([OH:29])[OH:28]. The catalyst is C(OCC)C. The product is [S:27](=[O:29])(=[O:28])([OH:31])[OH:30].[C:1]([O:4][C:5]1[S:13][C:12]2[CH2:11][CH2:10][N:9]([CH:14]([C:22]([CH:24]3[CH2:26][CH2:25]3)=[O:23])[C:15]3[CH:20]=[CH:19][CH:18]=[CH:17][C:16]=3[F:21])[CH2:8][C:7]=2[CH:6]=1)(=[O:3])[CH3:2]. The yield is 0.656. (4) The reactants are [CH3:1][C:2]1[N:6]=[C:5]([C:7]2[CH:12]=[CH:11][C:10]([NH2:13])=[CH:9][CH:8]=2)[S:4][N:3]=1.C([N:22]=[C:23]=[S:24])(=O)C1C=CC=CC=1.C(=O)([O-])[O-].[K+].[K+]. The catalyst is O1CCCC1.O. The product is [CH3:1][C:2]1[N:6]=[C:5]([C:7]2[CH:12]=[CH:11][C:10]([NH:13][C:23]([NH2:22])=[S:24])=[CH:9][CH:8]=2)[S:4][N:3]=1. The yield is 0.710. (5) The reactants are Cl[C:2]1[N:7]2[N:8]=[C:9]([CH3:11])[CH:10]=[C:6]2[N:5]=[C:4]([NH:12][C:13]([CH:15]2[CH2:17][CH:16]2[C:18]2[CH:23]=[CH:22][C:21]([F:24])=[CH:20][CH:19]=2)=[O:14])[CH:3]=1.Cl.[NH:26]1[CH2:31][CH2:30][CH:29]([NH:32][C:33]([NH2:35])=[O:34])[CH2:28][CH2:27]1. The catalyst is CN1C(=O)CCC1.CS(C)=O.CO. The product is [F:24][C:21]1[CH:22]=[CH:23][C:18]([CH:16]2[CH2:17][CH:15]2[C:13]([NH:12][C:4]2[CH:3]=[C:2]([N:26]3[CH2:31][CH2:30][CH:29]([NH:32][C:33]([NH2:35])=[O:34])[CH2:28][CH2:27]3)[N:7]3[N:8]=[C:9]([CH3:11])[CH:10]=[C:6]3[N:5]=2)=[O:14])=[CH:19][CH:20]=1. The yield is 0.430.